From a dataset of NCI-60 drug combinations with 297,098 pairs across 59 cell lines. Regression. Given two drug SMILES strings and cell line genomic features, predict the synergy score measuring deviation from expected non-interaction effect. Drug 1: C1=CN(C=N1)CC(O)(P(=O)(O)O)P(=O)(O)O. Drug 2: C#CCC(CC1=CN=C2C(=N1)C(=NC(=N2)N)N)C3=CC=C(C=C3)C(=O)NC(CCC(=O)O)C(=O)O. Cell line: HS 578T. Synergy scores: CSS=-0.778, Synergy_ZIP=-0.671, Synergy_Bliss=-2.45, Synergy_Loewe=-67.4, Synergy_HSA=-3.18.